From a dataset of Catalyst prediction with 721,799 reactions and 888 catalyst types from USPTO. Predict which catalyst facilitates the given reaction. (1) Reactant: [CH3:1][O:2][C:3](=[O:13])[C@H:4]([CH2:6][C:7]1[CH:12]=[CH:11][CH:10]=[CH:9][CH:8]=1)[NH2:5].ClCCl.Cl[CH2:18]/[CH:19]=[CH:20]\[CH2:21]Cl. Product: [C:7]1([CH2:6][C@H:4]([N:5]2[CH2:21][CH:20]=[CH:19][CH2:18]2)[C:3]([O:2][CH3:1])=[O:13])[CH:12]=[CH:11][CH:10]=[CH:9][CH:8]=1. The catalyst class is: 195. (2) Reactant: [OH:1][C:2]1[CH:3]=[C:4]([CH3:19])[C:5]([O:8][C:9]2[CH:18]=[CH:17][C:12]([C:13]([O:15][CH3:16])=[O:14])=[CH:11][CH:10]=2)=[N:6][CH:7]=1.[Cl:20][C:21]1[CH:26]=[CH:25][CH:24]=[C:23]([Cl:27])[C:22]=1[C:28]1[C:32]([CH2:33]O)=[C:31]([CH:35]([CH3:37])[CH3:36])[O:30][N:29]=1.C1(P(C2C=CC=CC=2)C2C=CC=CC=2)C=CC=CC=1.N(C(OC(C)C)=O)=NC(OC(C)C)=O. Product: [Cl:27][C:23]1[CH:24]=[CH:25][CH:26]=[C:21]([Cl:20])[C:22]=1[C:28]1[C:32]([CH2:33][O:1][C:2]2[CH:3]=[C:4]([CH3:19])[C:5]([O:8][C:9]3[CH:10]=[CH:11][C:12]([C:13]([O:15][CH3:16])=[O:14])=[CH:17][CH:18]=3)=[N:6][CH:7]=2)=[C:31]([CH:35]([CH3:37])[CH3:36])[O:30][N:29]=1. The catalyst class is: 48. (3) Reactant: [N+:1]([CH2:3][C:4]([O:6]C)=O)#[C-:2].Cl.[F:9][C@@H:10]1[CH2:14][CH2:13][NH:12][CH2:11]1.C(N(CC)CC)C. Product: [F:9][C@@H:10]1[CH2:14][CH2:13][N:12]([C:4](=[O:6])[CH2:3][N+:1]#[C-:2])[CH2:11]1. The catalyst class is: 5. (4) Reactant: [C:1]1([C:7]2[CH:11]=[CH:10][NH:9][N:8]=2)[CH:6]=[CH:5][CH:4]=[CH:3][CH:2]=1.[CH2:12]=[O:13].C(N(CC)CC)C. Product: [C:1]1([C:7]2[CH:11]=[CH:10][N:9]([CH2:12][OH:13])[N:8]=2)[CH:2]=[CH:3][CH:4]=[CH:5][CH:6]=1. The catalyst class is: 21. (5) Reactant: [C:1]([O:4][CH2:5][C@@H:6]([CH3:12])[CH2:7][C@@H:8]([CH3:11])[CH2:9][OH:10])(=[O:3])[CH3:2].[C:13]1([CH3:23])[CH:18]=[CH:17][C:16]([S:19](Cl)(=[O:21])=[O:20])=[CH:15][CH:14]=1. Product: [C:1]([O:4][CH2:5][C@@H:6]([CH3:12])[CH2:7][C@@H:8]([CH3:11])[CH2:9][O:10][S:19]([C:16]1[CH:17]=[CH:18][C:13]([CH3:23])=[CH:14][CH:15]=1)(=[O:21])=[O:20])(=[O:3])[CH3:2]. The catalyst class is: 17.